This data is from Reaction yield outcomes from USPTO patents with 853,638 reactions. The task is: Predict the reaction yield, written as a fraction of the theoretical maximum amount of product (1.0 means a 100% yield; for example, 0.34 means a 34% yield). (1) The reactants are C[O:2][C:3](=[O:38])[CH2:4][O:5][C:6]1[CH:11]=[C:10]([CH3:12])[CH:9]=[C:8]([CH2:13][N:14]2[CH2:19][CH2:18][N:17]([C:20]3[S:21][C:22]4[CH:28]=[C:27]([O:29][C:30]([F:33])([F:32])[F:31])[CH:26]=[CH:25][C:23]=4[N:24]=3)[C@H:16]([CH2:34][CH2:35][CH2:36][CH3:37])[CH2:15]2)[CH:7]=1.[OH-].[Na+].O1CCCC1.Cl. The catalyst is C(Cl)(Cl)Cl.O.CO. The product is [CH2:34]([C@H:16]1[N:17]([C:20]2[S:21][C:22]3[CH:28]=[C:27]([O:29][C:30]([F:32])([F:33])[F:31])[CH:26]=[CH:25][C:23]=3[N:24]=2)[CH2:18][CH2:19][N:14]([CH2:13][C:8]2[CH:7]=[C:6]([CH:11]=[C:10]([CH3:12])[CH:9]=2)[O:5][CH2:4][C:3]([OH:38])=[O:2])[CH2:15]1)[CH2:35][CH2:36][CH3:37]. The yield is 0.910. (2) The reactants are [C:1]([C:3]1[CH:4]=[C:5]2[C:9](=[CH:10][CH:11]=1)[C:8](=[O:12])[N:7]([CH2:13][C:14]([O:16][C:17]([CH3:20])([CH3:19])[CH3:18])=[O:15])[C:6]2=[O:21])#[N:2].[ClH:22]. The catalyst is CO.[Pd]. The product is [ClH:22].[NH2:2][CH2:1][C:3]1[CH:4]=[C:5]2[C:9](=[CH:10][CH:11]=1)[C:8](=[O:12])[N:7]([CH2:13][C:14]([O:16][C:17]([CH3:19])([CH3:18])[CH3:20])=[O:15])[C:6]2=[O:21]. The yield is 0.810. (3) The catalyst is ClCCCl. The yield is 0.250. The product is [C:15]([C:10]1[CH:9]=[C:8]2[C:13](=[CH:12][CH:11]=1)[NH:5][C:6](=[O:14])[CH2:7]2)(=[O:19])[CH2:16][CH2:17][CH3:18]. The reactants are [Cl-].[Al+3].[Cl-].[Cl-].[NH:5]1[C:13]2[C:8](=[CH:9][CH:10]=[CH:11][CH:12]=2)[CH2:7][C:6]1=[O:14].[C:15](Cl)(=[O:19])[CH2:16][CH2:17][CH3:18]. (4) The reactants are Cl.[CH3:2][NH:3][CH:4]1[CH2:9][CH2:8][O:7][CH2:6][CH2:5]1.[Br:10][C:11]1[CH:16]=[CH:15][C:14]([CH:17]([OH:21])[C:18]([OH:20])=O)=[C:13]([F:22])[CH:12]=1.F[P-](F)(F)(F)(F)F.N1(O[P+](N(C)C)(N(C)C)N(C)C)C2C=CC=CC=2N=N1.C(N(CC)C(C)C)(C)C. The catalyst is CN(C)C=O.O. The product is [Br:10][C:11]1[CH:16]=[CH:15][C:14]([CH:17]([OH:21])[C:18]([N:3]([CH3:2])[CH:4]2[CH2:9][CH2:8][O:7][CH2:6][CH2:5]2)=[O:20])=[C:13]([F:22])[CH:12]=1. The yield is 0.817. (5) The reactants are [C:1]1([C:7]([C:15]2[CH:20]=[CH:19][CH:18]=[CH:17][CH:16]=2)([CH:9]2[CH2:14][CH2:13][NH:12][CH2:11][CH2:10]2)[OH:8])[CH:6]=[CH:5][CH:4]=[CH:3][CH:2]=1.Br[CH2:22][CH2:23][C:24]1[CH:29]=[CH:28][C:27]([C:30]([F:33])([F:32])[F:31])=[CH:26][CH:25]=1.C(#N)C. The catalyst is O. The product is [C:1]1([C:7]([C:15]2[CH:20]=[CH:19][CH:18]=[CH:17][CH:16]=2)([CH:9]2[CH2:14][CH2:13][N:12]([CH2:22][CH2:23][C:24]3[CH:25]=[CH:26][C:27]([C:30]([F:31])([F:32])[F:33])=[CH:28][CH:29]=3)[CH2:11][CH2:10]2)[OH:8])[CH:2]=[CH:3][CH:4]=[CH:5][CH:6]=1. The yield is 0.490.